Dataset: NCI-60 drug combinations with 297,098 pairs across 59 cell lines. Task: Regression. Given two drug SMILES strings and cell line genomic features, predict the synergy score measuring deviation from expected non-interaction effect. Drug 1: C1=C(C(=O)NC(=O)N1)F. Drug 2: CN(CCCl)CCCl.Cl. Cell line: RXF 393. Synergy scores: CSS=30.7, Synergy_ZIP=-7.65, Synergy_Bliss=-5.92, Synergy_Loewe=-4.40, Synergy_HSA=-2.83.